From a dataset of Full USPTO retrosynthesis dataset with 1.9M reactions from patents (1976-2016). Predict the reactants needed to synthesize the given product. Given the product [CH3:15][N:16]([CH3:17])[CH2:10][CH:9]([CH3:12])[C:8]([C:4]1[CH:5]=[CH:6][CH:7]=[C:2]([OH:1])[CH:3]=1)=[O:11], predict the reactants needed to synthesize it. The reactants are: [OH:1][C:2]1[CH:3]=[C:4]([C:8](=[O:11])[CH2:9][CH3:10])[CH:5]=[CH:6][CH:7]=1.[CH2:12]=O.Cl.[CH3:15][NH:16][CH3:17].Cl.